From a dataset of Catalyst prediction with 721,799 reactions and 888 catalyst types from USPTO. Predict which catalyst facilitates the given reaction. (1) Reactant: [O:1]=[C:2]1[C:11]([C:12]2[CH:16]=[CH:15][NH:14][N:13]=2)=[CH:10][C:9]2[C:4](=[CH:5][C:6]([N:17]3[CH2:22][CH2:21][N:20]([C:23]([O:25][C:26]([CH3:29])([CH3:28])[CH3:27])=[O:24])[CH2:19][CH2:18]3)=[CH:7][CH:8]=2)[O:3]1.C([O-])([O-])=O.[Cs+].[Cs+].I[C:37]1[CH:42]=[CH:41][CH:40]=[CH:39][CH:38]=1. Product: [O:1]=[C:2]1[C:11]([C:12]2[CH:16]=[CH:15][N:14]([C:37]3[CH:42]=[CH:41][CH:40]=[CH:39][CH:38]=3)[N:13]=2)=[CH:10][C:9]2[C:4](=[CH:5][C:6]([N:17]3[CH2:18][CH2:19][N:20]([C:23]([O:25][C:26]([CH3:29])([CH3:28])[CH3:27])=[O:24])[CH2:21][CH2:22]3)=[CH:7][CH:8]=2)[O:3]1. The catalyst class is: 471. (2) Reactant: [C:1]([O:5][C:6]([N:8]1[CH2:12][CH2:11][CH2:10][CH:9]1[C:13]1[N:14]([CH2:38][O:39][CH2:40][CH2:41][Si:42]([CH3:45])([CH3:44])[CH3:43])[C:15]([C:18]2[CH:23]=[CH:22][C:21]([C:24]3[CH:29]=[CH:28][N:27]=[C:26]([O:30]CC4C=CC=CC=4)[CH:25]=3)=[CH:20][CH:19]=2)=[CH:16][N:17]=1)=[O:7])([CH3:4])([CH3:3])[CH3:2]. The catalyst class is: 29. Product: [C:1]([O:5][C:6]([N:8]1[CH2:12][CH2:11][CH2:10][CH:9]1[C:13]1[N:14]([CH2:38][O:39][CH2:40][CH2:41][Si:42]([CH3:45])([CH3:44])[CH3:43])[C:15]([C:18]2[CH:23]=[CH:22][C:21]([C:24]3[CH:29]=[CH:28][NH:27][C:26](=[O:30])[CH:25]=3)=[CH:20][CH:19]=2)=[CH:16][N:17]=1)=[O:7])([CH3:4])([CH3:3])[CH3:2]. (3) Reactant: C(=O)([O-])[O-].[K+].[K+].Br[CH2:8][C:9]1[CH:18]=[CH:17][C:12]([C:13]([O:15][CH3:16])=[O:14])=[C:11]([N+:19]([O-:21])=[O:20])[CH:10]=1.[C:22]1([OH:28])[CH:27]=[CH:26][CH:25]=[CH:24][CH:23]=1.Cl. Product: [N+:19]([C:11]1[CH:10]=[C:9]([CH2:8][O:28][C:22]2[CH:27]=[CH:26][CH:25]=[CH:24][CH:23]=2)[CH:18]=[CH:17][C:12]=1[C:13]([O:15][CH3:16])=[O:14])([O-:21])=[O:20]. The catalyst class is: 434. (4) Reactant: F[C:2]1[N:7]=[C:6]([N:8]2[C:16]3[CH:15]=[C:14]([C:17]4[S:21][CH:20]=[N:19][CH:18]=4)[N:13]=[CH:12][C:11]=3[CH:10]=[N:9]2)[CH:5]=[CH:4][CH:3]=1.[C:22]([N:29]1[CH2:34][CH2:33][NH:32][CH2:31][CH2:30]1)([O:24][C:25]([CH3:28])([CH3:27])[CH3:26])=[O:23]. Product: [S:21]1[C:17]([C:14]2[N:13]=[CH:12][C:11]3[CH:10]=[N:9][N:8]([C:6]4[N:7]=[C:2]([N:32]5[CH2:31][CH2:30][N:29]([C:22]([O:24][C:25]([CH3:28])([CH3:27])[CH3:26])=[O:23])[CH2:34][CH2:33]5)[CH:3]=[CH:4][CH:5]=4)[C:16]=3[CH:15]=2)=[CH:18][N:19]=[CH:20]1. The catalyst class is: 16. (5) Reactant: [I-].[O:2]1[CH2:6][CH2:5][O:4][CH:3]1[CH2:7][CH2:8]/[C:9](/[CH3:35])=[CH:10]/[CH:11]=[CH:12]/[CH2:13][CH2:14][CH2:15][P+](C1C=CC=CC=1)(C1C=CC=CC=1)C1C=CC=CC=1.C[Si]([N-][Si](C)(C)C)(C)C.[Na+].[CH3:46][O:47][C:48]1[CH:55]=[CH:54][C:53]([O:56][CH3:57])=[CH:52][C:49]=1[CH:50]=O. Product: [CH3:46][O:47][C:48]1[CH:55]=[CH:54][C:53]([O:56][CH3:57])=[CH:52][C:49]=1/[CH:50]=[CH:15]\[CH2:14][CH2:13]/[CH:12]=[CH:11]/[CH:10]=[C:9](\[CH3:35])/[CH2:8][CH2:7][CH:3]1[O:2][CH2:6][CH2:5][O:4]1.[O:2]1[CH2:6][CH2:5][O:4][CH2:3]1. The catalyst class is: 220. (6) Reactant: [C:1]([C:3]([CH2:15][Si:16]([CH3:19])([CH3:18])[CH3:17])([CH2:9][C:10]([O:12][CH2:13][CH3:14])=[O:11])C(OCC)=O)#[N:2].O.[Br-].[Li+].Cl. Product: [CH3:19][Si:16]([CH3:17])([CH3:18])[CH2:15][CH:3]([C:1]#[N:2])[CH2:9][C:10]([O:12][CH2:13][CH3:14])=[O:11]. The catalyst class is: 9.